This data is from Reaction yield outcomes from USPTO patents with 853,638 reactions. The task is: Predict the reaction yield, written as a fraction of the theoretical maximum amount of product (1.0 means a 100% yield; for example, 0.34 means a 34% yield). (1) The reactants are C(O[C:6](=[O:20])[NH:7][C@H:8]([CH:17]1[CH2:19][CH2:18]1)[C:9]([N:11]1[CH2:14][CH:13]([C:15]#[N:16])[CH2:12]1)=[O:10])(C)(C)C.FC(F)(F)C(O)=O.[Br:28][C:29]1[N:30]=[C:31]2[C:37](C(O)=O)=[CH:36][N:35]([CH2:41][O:42][CH2:43][CH2:44][Si:45]([CH3:48])([CH3:47])[CH3:46])[C:32]2=[N:33][CH:34]=1.F[B-](F)(F)F.N1(OC(N(C)C)=[N+](C)C)C2C=CC=CC=2N=N1.C(N(CC)C(C)C)(C)C. The catalyst is ClCCl.C(OCC)(=O)C.O. The product is [C:15]([CH:13]1[CH2:12][N:11]([C:9](=[O:10])[C@H:8]([NH:7][C:6]([C:37]2[C:31]3[C:32](=[N:33][CH:34]=[C:29]([Br:28])[N:30]=3)[N:35]([CH2:41][O:42][CH2:43][CH2:44][Si:45]([CH3:48])([CH3:47])[CH3:46])[CH:36]=2)=[O:20])[CH:17]2[CH2:18][CH2:19]2)[CH2:14]1)#[N:16]. The yield is 0.500. (2) The reactants are Br[C:2]1[CH:3]=[C:4]([Cl:35])[C:5]([O:8][CH:9]2[CH2:14][CH2:13][N:12]([CH2:15][C:16]3[C:30]([CH:31]4[CH2:33][CH2:32]4)=[CH:29][C:19]([C:20]([NH:22][S:23]([CH:26]4[CH2:28][CH2:27]4)(=[O:25])=[O:24])=[O:21])=[C:18]([F:34])[CH:17]=3)[CH2:11][CH2:10]2)=[N:6][CH:7]=1.[CH:36]1(B(O)O)[CH2:38][CH2:37]1.[O-]P([O-])([O-])=O.[K+].[K+].[K+]. The catalyst is O1CCOCC1.C1C=CC([P]([Pd]([P](C2C=CC=CC=2)(C2C=CC=CC=2)C2C=CC=CC=2)([P](C2C=CC=CC=2)(C2C=CC=CC=2)C2C=CC=CC=2)[P](C2C=CC=CC=2)(C2C=CC=CC=2)C2C=CC=CC=2)(C2C=CC=CC=2)C2C=CC=CC=2)=CC=1. The product is [ClH:35].[Cl:35][C:4]1[C:5]([O:8][CH:9]2[CH2:14][CH2:13][N:12]([CH2:15][C:16]3[C:30]([CH:31]4[CH2:33][CH2:32]4)=[CH:29][C:19]([C:20]([NH:22][S:23]([CH:26]4[CH2:28][CH2:27]4)(=[O:25])=[O:24])=[O:21])=[C:18]([F:34])[CH:17]=3)[CH2:11][CH2:10]2)=[N:6][CH:7]=[C:2]([CH:36]2[CH2:38][CH2:37]2)[CH:3]=1. The yield is 0.290. (3) The reactants are [NH2:1][C:2]1[CH:7]=[CH:6][C:5]([Br:8])=[CH:4][N:3]=1.Cl[CH2:10][CH:11]=O.C([O-])(O)=O.[Na+]. The catalyst is CC(O)C. The product is [Br:8][C:5]1[CH:6]=[CH:7][C:2]2[N:3]([CH:10]=[CH:11][N:1]=2)[CH:4]=1. The yield is 0.830. (4) The reactants are Cl[S:2]([C:5]1[CH:6]=[C:7]([CH:11]=[CH:12][CH:13]=1)[C:8]([OH:10])=[O:9])(=[O:4])=[O:3].[CH3:14][N:15]1[CH2:20][CH2:19][NH:18][CH2:17][CH2:16]1.C(=O)([O-])[O-].[K+].[K+]. The catalyst is C1COCC1. The product is [CH3:14][N:15]1[CH2:20][CH2:19][N:18]([S:2]([C:5]2[CH:6]=[C:7]([CH:11]=[CH:12][CH:13]=2)[C:8]([OH:10])=[O:9])(=[O:4])=[O:3])[CH2:17][CH2:16]1. The yield is 0.353. (5) The reactants are [CH:1]1([P:7]([CH:14]2[CH2:19][CH2:18][CH2:17][CH2:16][CH2:15]2)[CH:8]2[CH2:13][CH2:12][CH2:11][CH2:10][CH2:9]2)[CH2:6][CH2:5][CH2:4][CH2:3][CH2:2]1.[C:20]([OH:23])(=[O:22])[CH3:21].[F-:24].[F-].[F-]. The catalyst is C(OCC)C. The product is [C:20]([O-:23])(=[O:22])[CH3:21].[F-:24].[F-:24].[F-:24].[CH:14]1([PH+:7]([CH:1]2[CH2:2][CH2:3][CH2:4][CH2:5][CH2:6]2)[CH:8]2[CH2:13][CH2:12][CH2:11][CH2:10][CH2:9]2)[CH2:15][CH2:16][CH2:17][CH2:18][CH2:19]1.[CH:14]1([PH+:7]([CH:1]2[CH2:2][CH2:3][CH2:4][CH2:5][CH2:6]2)[CH:8]2[CH2:13][CH2:12][CH2:11][CH2:10][CH2:9]2)[CH2:15][CH2:16][CH2:17][CH2:18][CH2:19]1.[CH:14]1([PH+:7]([CH:1]2[CH2:2][CH2:3][CH2:4][CH2:5][CH2:6]2)[CH:8]2[CH2:13][CH2:12][CH2:11][CH2:10][CH2:9]2)[CH2:15][CH2:16][CH2:17][CH2:18][CH2:19]1.[CH:14]1([PH+:7]([CH:1]2[CH2:2][CH2:3][CH2:4][CH2:5][CH2:6]2)[CH:8]2[CH2:13][CH2:12][CH2:11][CH2:10][CH2:9]2)[CH2:15][CH2:16][CH2:17][CH2:18][CH2:19]1. The yield is 0.590.